Dataset: Peptide-MHC class I binding affinity with 185,985 pairs from IEDB/IMGT. Task: Regression. Given a peptide amino acid sequence and an MHC pseudo amino acid sequence, predict their binding affinity value. This is MHC class I binding data. (1) The peptide sequence is STYSDICSK. The MHC is HLA-A68:01 with pseudo-sequence HLA-A68:01. The binding affinity (normalized) is 0.933. (2) The peptide sequence is TDNLKCPCQI. The MHC is Patr-B2401 with pseudo-sequence Patr-B2401. The binding affinity (normalized) is 0.0355. (3) The peptide sequence is YMREVGAAL. The MHC is HLA-B08:01 with pseudo-sequence HLA-B08:01. The binding affinity (normalized) is 0.563. (4) The peptide sequence is SLFGAAVSL. The MHC is HLA-B51:01 with pseudo-sequence HLA-B51:01. The binding affinity (normalized) is 0.0847. (5) The peptide sequence is TESDAIRTL. The MHC is HLA-B15:09 with pseudo-sequence HLA-B15:09. The binding affinity (normalized) is 0.302. (6) The peptide sequence is QTHFPQFYW. The MHC is HLA-A11:01 with pseudo-sequence HLA-A11:01. The binding affinity (normalized) is 0.0332.